Dataset: Full USPTO retrosynthesis dataset with 1.9M reactions from patents (1976-2016). Task: Predict the reactants needed to synthesize the given product. (1) Given the product [CH3:6][O:5][C:3]([C:2]1[C:1](=[O:8])[NH:20][C:21]2[C:26]([CH:27]=1)=[CH:25][CH:24]=[C:23]([O:29][CH3:30])[N:22]=2)=[O:4], predict the reactants needed to synthesize it. The reactants are: [C:1]([O:8]C)(=O)[CH2:2][C:3]([O:5][CH3:6])=[O:4].N1CCCCC1.C(O)(=O)C.[NH2:20][C:21]1[C:26]([CH:27]=O)=[CH:25][CH:24]=[C:23]([O:29][CH3:30])[N:22]=1. (2) Given the product [C:22]([C:24]1([C:31]2[C:39]3[O:38][C:37]([CH3:40])([CH3:41])[O:36][C:35]=3[C:34]([O:42][CH3:43])=[CH:33][CH:32]=2)[CH2:25][CH2:26][C:27](=[C:3]2[S:8][CH2:7][CH2:6][CH2:5][S:4]2)[CH2:28][CH2:29]1)#[N:23], predict the reactants needed to synthesize it. The reactants are: C[Si](C)(C)[CH:3]1[S:8][CH2:7][CH2:6][CH2:5][S:4]1.C([Li])CCC.CCCCCC.[C:22]([C:24]1([C:31]2[C:39]3[O:38][C:37]([CH3:41])([CH3:40])[O:36][C:35]=3[C:34]([O:42][CH3:43])=[CH:33][CH:32]=2)[CH2:29][CH2:28][C:27](=O)[CH2:26][CH2:25]1)#[N:23]. (3) Given the product [C:40]([C@@H:38]([C@H:36]([C:35]([OH:44])=[O:43])[OH:37])[OH:39])([OH:42])=[O:41].[Cl:1][C:2]1[CH:3]=[C:4]([C:9]23[CH2:15][CH2:14][N:13]([CH2:16][CH2:17]2)[CH2:12][C:11]2[CH:18]=[C:19]([C:22]4[N:27]=[N:26][C:25]([C:28]([NH:30][CH3:31])=[O:29])=[CH:24][CH:23]=4)[CH:20]=[CH:21][C:10]3=2)[CH:5]=[CH:6][C:7]=1[F:8], predict the reactants needed to synthesize it. The reactants are: [Cl:1][C:2]1[CH:3]=[C:4]([C:9]23[CH2:17][CH2:16][N:13]([CH2:14][CH2:15]2)[CH2:12][C:11]2[CH:18]=[C:19]([C:22]4[N:27]=[N:26][C:25]([C:28]([NH:30][CH3:31])=[O:29])=[CH:24][CH:23]=4)[CH:20]=[CH:21][C:10]3=2)[CH:5]=[CH:6][C:7]=1[F:8].C(#N)C.[C:35]([OH:44])(=[O:43])[C@@H:36]([C@H:38]([C:40]([OH:42])=[O:41])[OH:39])[OH:37]. (4) Given the product [Cl:1][C:2]1[C:7]([O:8][CH3:9])=[CH:6][C:5]([O:10][CH3:11])=[C:4]([CH3:12])[C:3]=1[NH:13][C:14]1[C:19]([C:20]2[CH:25]=[C:24]([NH:26][C:2]3[CH:3]=[CH:4][C:32]([CH2:31][N:36]4[CH2:35][CH2:9][O:8][CH2:7][CH2:6]4)=[CH:33][N:34]=3)[N:23]=[CH:22][N:21]=2)=[CH:18][N:17]=[CH:16][N:15]=1, predict the reactants needed to synthesize it. The reactants are: [Cl:1][C:2]1[C:7]([O:8][CH3:9])=[CH:6][C:5]([O:10][CH3:11])=[C:4]([CH3:12])[C:3]=1[NH:13][C:14]1[C:19]([C:20]2[CH:25]=[C:24]([NH2:26])[N:23]=[CH:22][N:21]=2)=[CH:18][N:17]=[CH:16][N:15]=1.NC1N=C[C:31]2[N:36]=[CH:35][N:34]=[CH:33][C:32]=2N=1. (5) Given the product [CH3:28][N:12]([CH3:11])[CH2:13][CH2:14][CH2:15][C:16]1[C:17]2[CH2:27][CH2:26][CH2:25][CH2:24][CH2:23][C:18]=2[NH:19][C:20]=1/[CH:21]=[C:3]1\[C:2](=[O:10])[NH:1][C:9]2[C:4]\1=[CH:5][CH:6]=[CH:7][CH:8]=2, predict the reactants needed to synthesize it. The reactants are: [NH:1]1[C:9]2[C:4](=[CH:5][CH:6]=[CH:7][CH:8]=2)[CH2:3][C:2]1=[O:10].[CH3:11][N:12]([CH3:28])[CH2:13][CH2:14][CH2:15][C:16]1[C:17]2[CH2:27][CH2:26][CH2:25][CH2:24][CH2:23][C:18]=2[NH:19][C:20]=1[CH:21]=O.N1CCCCC1. (6) Given the product [OH:19][C:20]1[CH:21]=[C:22]([CH:26]2[CH2:35][CH2:34][C:33]3[C:28](=[CH:29][CH:30]=[C:31]([OH:37])[CH:32]=3)[O:27]2)[CH:23]=[CH:24][CH:25]=1, predict the reactants needed to synthesize it. The reactants are: FC1C=C(C2CCC3C(=CC=C(O)C=3)O2)C=CC=1.[OH:19][C:20]1[CH:21]=[C:22]([CH:26]2[CH2:35][CH:34](O)[C:33]3[C:28](=[CH:29][CH:30]=[C:31]([OH:37])[CH:32]=3)[O:27]2)[CH:23]=[CH:24][CH:25]=1. (7) Given the product [Br:1][C:2]1[CH:3]=[CH:4][C:5]([OH:19])=[C:6]([CH2:8][CH2:9][C:10]2[C:17]([Cl:18])=[CH:16][CH:15]=[CH:14][C:11]=2[C:12]#[N:13])[CH:7]=1, predict the reactants needed to synthesize it. The reactants are: [Br:1][C:2]1[CH:3]=[CH:4][C:5]([O:19]C)=[C:6]([CH2:8][CH2:9][C:10]2[C:17]([Cl:18])=[CH:16][CH:15]=[CH:14][C:11]=2[C:12]#[N:13])[CH:7]=1.B(Br)(Br)Br.